Dataset: Forward reaction prediction with 1.9M reactions from USPTO patents (1976-2016). Task: Predict the product of the given reaction. (1) The product is: [F:1][C:2]1[CH:7]=[CH:6][C:5]([F:8])=[CH:4][C:3]=1[C@H:9]1[CH2:13][CH2:12][CH2:11][N:10]1[C:14]1[CH:15]=[CH:16][C:17]2[N:18]([C:33]([C:32]([O:31][CH2:29][CH3:30])=[O:35])=[CH:21][N:20]=2)[CH:19]=1. Given the reactants [F:1][C:2]1[CH:7]=[CH:6][C:5]([F:8])=[CH:4][C:3]=1[C@H:9]1[CH2:13][CH2:12][CH2:11][N:10]1[C:14]1[CH:15]=[CH:16][C:17]([NH2:20])=[N:18][CH:19]=1.[CH3:21]N(C(OC)OC)C.[CH2:29]([O:31][C:32](=[O:35])[CH2:33]Br)[CH3:30].CO, predict the reaction product. (2) Given the reactants [NH2:1][CH2:2][C:3]1[CH:8]=[CH:7][C:6]([CH2:9][OH:10])=[CH:5][CH:4]=1.C(N(CC)C(C)C)(C)C.[N:20]1[CH:25]=[CH:24][CH:23]=[CH:22][C:21]=1[S:26](Cl)(=[O:28])=[O:27], predict the reaction product. The product is: [OH:10][CH2:9][C:6]1[CH:7]=[CH:8][C:3]([CH2:2][NH:1][S:26]([C:21]2[CH:22]=[CH:23][CH:24]=[CH:25][N:20]=2)(=[O:28])=[O:27])=[CH:4][CH:5]=1.